This data is from Forward reaction prediction with 1.9M reactions from USPTO patents (1976-2016). The task is: Predict the product of the given reaction. (1) The product is: [CH2:7]([N:14]1[CH2:20][CH:19]2[NH:22][CH:16]([CH2:17][CH2:18]2)[CH2:15]1)[C:8]1[CH:9]=[CH:10][CH:11]=[CH:12][CH:13]=1. Given the reactants [H-].[H-].[H-].[H-].[Li+].[Al+3].[CH2:7]([N:14]1[C:20](=O)[CH:19]2[NH:22][CH:16]([CH2:17][CH2:18]2)[C:15]1=O)[C:8]1[CH:13]=[CH:12][CH:11]=[CH:10][CH:9]=1, predict the reaction product. (2) Given the reactants [F:1][C:2]1[CH:3]=[C:4]([CH:29]=[CH:30][C:31]=1[F:32])[CH2:5][NH:6][C:7]([C:9]1[C:17]2[C:12](=[CH:13][C:14]([OH:18])=[CH:15][CH:16]=2)[N:11]([CH2:19][C:20]2[CH:25]=[CH:24][CH:23]=[CH:22][N:21]=2)[C:10]=1[CH:26]([CH3:28])[CH3:27])=[O:8].[F:33][C:34]([F:54])([F:53])[S:35](N(C1C=CC(Cl)=CN=1)[S:35]([C:34]([F:54])([F:53])[F:33])(=[O:37])=[O:36])(=[O:37])=[O:36], predict the reaction product. The product is: [F:33][C:34]([F:54])([F:53])[S:35]([O:18][C:14]1[CH:13]=[C:12]2[C:17]([C:9]([C:7](=[O:8])[NH:6][CH2:5][C:4]3[CH:29]=[CH:30][C:31]([F:32])=[C:2]([F:1])[CH:3]=3)=[C:10]([CH:26]([CH3:28])[CH3:27])[N:11]2[CH2:19][C:20]2[CH:25]=[CH:24][CH:23]=[CH:22][N:21]=2)=[CH:16][CH:15]=1)(=[O:37])=[O:36]. (3) The product is: [CH3:39][S:40]([O-:43])(=[O:42])=[O:41].[CH2:1]([C@@:4]1([CH2:30][CH3:31])[CH2:9][C@H:8]([C:10]2[CH:15]=[CH:14][CH:13]=[C:12]([Cl:16])[CH:11]=2)[C@@H:7]([C:17]2[CH:22]=[CH:21][C:20]([Cl:23])=[CH:19][CH:18]=2)[N+:6]2[C@@H:24]([CH2:27][CH3:28])[CH2:25][O:26][C:5]1=2)[CH:2]=[CH2:3]. Given the reactants [CH2:1]([C:4]1([CH2:30][CH3:31])[CH2:9][C@H:8]([C:10]2[CH:15]=[CH:14][CH:13]=[C:12]([Cl:16])[CH:11]=2)[C@@H:7]([C:17]2[CH:22]=[CH:21][C:20]([Cl:23])=[CH:19][CH:18]=2)[N:6]([C@@H:24]([CH2:27][CH3:28])[CH2:25][OH:26])[C:5]1=O)[CH:2]=[CH2:3].C(N(CC)CC)C.[CH3:39][S:40]([O:43]S(C)(=O)=O)(=[O:42])=[O:41], predict the reaction product.